This data is from Catalyst prediction with 721,799 reactions and 888 catalyst types from USPTO. The task is: Predict which catalyst facilitates the given reaction. (1) Product: [C:1]([O:6][C:7]12[CH2:16][CH:11]3[CH2:12][CH:13]([CH2:15][C:9]([O:17][CH2:30][C:28]4([F:29])[C:27]([F:33])([F:32])[C:26]([F:35])([F:34])[C:25]([F:36])([F:37])[C:24]([F:38])([F:39])[C:23]4([F:22])[F:40])([CH2:10]3)[CH2:8]1)[CH2:14]2)(=[O:5])[C:2]([CH3:4])=[CH2:3]. Reactant: [C:1]([O:6][C:7]12[CH2:16][CH:11]3[CH2:12][CH:13]([CH2:15][C:9]([O:17]S(C)(=O)=O)([CH2:10]3)[CH2:8]1)[CH2:14]2)(=[O:5])[C:2]([CH3:4])=[CH2:3].[F:22][C:23]1([F:40])[C:28]([CH2:30]O)([F:29])[C:27]([F:33])([F:32])[C:26]([F:35])([F:34])[C:25]([F:37])([F:36])[C:24]1([F:39])[F:38].P([O-])(O)(O)=O.[Na+].C1(=O)OCCC1. The catalyst class is: 6. (2) Reactant: C([O:8][C:9]1[CH:14]=[CH:13][C:12]([CH2:15][CH2:16][C:17]([CH:19]2[CH2:23][CH2:22][CH2:21][CH2:20]2)=[O:18])=[CH:11][C:10]=1[Cl:24])C1C=CC=CC=1. Product: [Cl:24][C:10]1[CH:11]=[C:12]([CH2:15][CH2:16][C:17]([CH:19]2[CH2:23][CH2:22][CH2:21][CH2:20]2)=[O:18])[CH:13]=[CH:14][C:9]=1[OH:8]. The catalyst class is: 78. (3) Reactant: [CH:1]1([NH2:4])[CH2:3][CH2:2]1.[CH:5]1C=CC2N(O)N=NC=2[CH:10]=1.[OH2:15].CCN([CH:22]([CH3:24])[CH3:23])C(C)C.[CH3:25]CN=C=NCCCN(C)C.Cl. Product: [CH:1]1([NH:4][C:25](=[O:15])[C:22]([CH3:23])([CH3:24])[C:5]#[CH:10])[CH2:3][CH2:2]1. The catalyst class is: 158. (4) Product: [C:38]([O:43][CH2:44][O:34][C:33]1[C:28]([C:27](=[O:37])[NH:26][C@H:12]2[CH2:11][CH2:10][CH2:9][C@H:8]([CH2:1][C:2]3[CH:7]=[CH:6][CH:5]=[CH:4][CH:3]=3)[C@@H:16]([CH2:17][C:18]3[CH:23]=[CH:22][CH:21]=[CH:20][CH:19]=3)[C@H:15]([CH3:24])[O:14][C:13]2=[O:25])=[N:29][CH:30]=[CH:31][C:32]=1[O:35][CH3:36])(=[O:42])[CH:39]([CH3:41])[CH3:40]. Reactant: [CH2:1]([C@@H:8]1[C@@H:16]([CH2:17][C:18]2[CH:23]=[CH:22][CH:21]=[CH:20][CH:19]=2)[C@H:15]([CH3:24])[O:14][C:13](=[O:25])[C@@H:12]([NH:26][C:27](=[O:37])[C:28]2[C:33]([OH:34])=[C:32]([O:35][CH3:36])[CH:31]=[CH:30][N:29]=2)[CH2:11][CH2:10][CH2:9]1)[C:2]1[CH:7]=[CH:6][CH:5]=[CH:4][CH:3]=1.[C:38]([O:43][CH2:44]Cl)(=[O:42])[CH:39]([CH3:41])[CH3:40].[Na+].[I-].C([O-])([O-])=O.[Na+].[Na+]. The catalyst class is: 21.